From a dataset of Full USPTO retrosynthesis dataset with 1.9M reactions from patents (1976-2016). Predict the reactants needed to synthesize the given product. (1) Given the product [Cl:22][C:23]1[N:24]=[C:25]([CH3:31])[NH:26][C:27]=1[C:28]([NH:1][CH2:2][C:3]1[CH:8]=[CH:7][C:6]([Cl:9])=[C:5]([O:10][C:11]2[CH:18]=[C:17]([Cl:19])[CH:16]=[C:13]([C:14]#[N:15])[C:12]=2[Cl:20])[C:4]=1[F:21])=[O:29], predict the reactants needed to synthesize it. The reactants are: [NH2:1][CH2:2][C:3]1[C:4]([F:21])=[C:5]([O:10][C:11]2[C:12]([Cl:20])=[C:13]([CH:16]=[C:17]([Cl:19])[CH:18]=2)[C:14]#[N:15])[C:6]([Cl:9])=[CH:7][CH:8]=1.[Cl:22][C:23]1[N:24]=[C:25]([CH3:31])[NH:26][C:27]=1[C:28](O)=[O:29].C1C=CC2N(O)N=NC=2C=1.C(Cl)CCl.C(O)(C(F)(F)F)=O. (2) Given the product [C:1]([NH:4][C:5]1[CH:10]=[C:9]([C:11]2[N:12]([CH2:21][O:22][CH2:23][CH2:24][Si:25]([CH3:28])([CH3:27])[CH3:26])[C:13]([C:17]([O:19][CH3:20])=[O:18])=[C:14]([C:33]3[CH:32]=[CH:31][C:30]([Cl:29])=[CH:35][C:34]=3[Cl:36])[N:15]=2)[CH:8]=[CH:7][N:6]=1)(=[O:3])[CH3:2], predict the reactants needed to synthesize it. The reactants are: [C:1]([NH:4][C:5]1[CH:10]=[C:9]([C:11]2[N:12]([CH2:21][O:22][CH2:23][CH2:24][Si:25]([CH3:28])([CH3:27])[CH3:26])[C:13]([C:17]([O:19][CH3:20])=[O:18])=[C:14](Br)[N:15]=2)[CH:8]=[CH:7][N:6]=1)(=[O:3])[CH3:2].[Cl:29][C:30]1[CH:35]=[C:34]([Cl:36])[CH:33]=[CH:32][C:31]=1B(O)O.